From a dataset of Reaction yield outcomes from USPTO patents with 853,638 reactions. Predict the reaction yield, written as a fraction of the theoretical maximum amount of product (1.0 means a 100% yield; for example, 0.34 means a 34% yield). (1) The reactants are [CH2:1]([C@H:8]([NH:33]C(=O)OC(C)(C)C)[C@@H:9]([OH:32])[CH2:10][N:11]([CH2:25][C:26]1[CH:31]=[CH:30][CH:29]=[CH:28][CH:27]=1)[NH:12][C:13](=[O:24])[C@@H:14]([NH:19][C:20]([O:22][CH3:23])=[O:21])[C:15]([CH3:18])([CH3:17])[CH3:16])[C:2]1[CH:7]=[CH:6][CH:5]=[CH:4][CH:3]=1.Cl. The catalyst is C1COCC1. The product is [NH2:33][C@@H:8]([CH2:1][C:2]1[CH:7]=[CH:6][CH:5]=[CH:4][CH:3]=1)[C@@H:9]([OH:32])[CH2:10][N:11]([CH2:25][C:26]1[CH:31]=[CH:30][CH:29]=[CH:28][CH:27]=1)[NH:12][C:13]([C@@H:14]([NH:19][C:20](=[O:21])[O:22][CH3:23])[C:15]([CH3:18])([CH3:17])[CH3:16])=[O:24]. The yield is 1.00. (2) The reactants are [CH2:1]([N:8]([CH2:15][C:16]1[C:21](Cl)=[N:20][C:19]([N:23]([CH3:28])[CH:24]([CH3:27])[CH2:25][CH3:26])=[CH:18][N:17]=1)[CH2:9][C@@H:10]([OH:14])[CH2:11][O:12][CH3:13])[C:2]1[CH:7]=[CH:6][CH:5]=[CH:4][CH:3]=1.CC(C)([O-])C.[K+].O. The catalyst is CN(C=O)C. The product is [CH2:1]([N:8]1[CH2:15][C:16]2[N:17]=[CH:18][C:19]([N:23]([CH3:28])[CH:24]([CH3:27])[CH2:25][CH3:26])=[N:20][C:21]=2[O:14][C@@H:10]([CH2:11][O:12][CH3:13])[CH2:9]1)[C:2]1[CH:7]=[CH:6][CH:5]=[CH:4][CH:3]=1. The yield is 0.860. (3) The reactants are [C:1]1([C:14]2[CH:19]=[CH:18][CH:17]=[CH:16][CH:15]=2)[CH:6]=[CH:5][C:4]([NH:7][C:8](=[O:13])[CH2:9][C:10]([OH:12])=O)=[CH:3][CH:2]=1.CCN(C(C)C)C(C)C.C1C=CC2N(O)N=NC=2C=1.CCN=C=NCCCN(C)C.Cl.Cl.Cl.[CH3:53][C:54]1[C:59]([CH3:60])=[CH:58][CH:57]=[CH:56][C:55]=1[NH:61][CH:62]1[CH2:67][CH2:66][NH:65][CH2:64][CH2:63]1. The catalyst is CN(C=O)C.O. The product is [C:1]1([C:14]2[CH:19]=[CH:18][CH:17]=[CH:16][CH:15]=2)[CH:2]=[CH:3][C:4]([NH:7][C:8](=[O:13])[CH2:9][C:10]([N:65]2[CH2:66][CH2:67][CH:62]([NH:61][C:55]3[CH:56]=[CH:57][CH:58]=[C:59]([CH3:60])[C:54]=3[CH3:53])[CH2:63][CH2:64]2)=[O:12])=[CH:5][CH:6]=1. The yield is 0.440. (4) The reactants are F[C:2]1[CH:3]=[CH:4][C:5]([N+:14]([O-:16])=[O:15])=[C:6]([N:8]2[CH2:13][CH2:12][CH2:11][CH2:10][CH2:9]2)[CH:7]=1.C[C:18]1[CH:22]=[CH:21][NH:20][N:19]=1.[OH-].[Na+].[CH3:25]S(C)=O. The catalyst is CCOC(C)=O. The product is [CH3:25][C:22]1[CH:18]=[N:19][N:20]([C:2]2[CH:3]=[CH:4][C:5]([N+:14]([O-:16])=[O:15])=[C:6]([N:8]3[CH2:13][CH2:12][CH2:11][CH2:10][CH2:9]3)[CH:7]=2)[CH:21]=1. The yield is 0.950. (5) The reactants are C([O:3][CH:4](OCC)[C:5]1[CH:23]=[CH:22][C:8]([CH2:9][N:10]([CH3:21])[C:11](=[O:20])[O:12][CH2:13][C:14]2[CH:19]=[CH:18][CH:17]=[CH:16][CH:15]=2)=[CH:7][CH:6]=1)C.C(=O)([O-])[O-].[K+].[K+]. The catalyst is Cl. The product is [CH:4]([C:5]1[CH:6]=[CH:7][C:8]([CH2:9][N:10]([CH3:21])[C:11](=[O:20])[O:12][CH2:13][C:14]2[CH:15]=[CH:16][CH:17]=[CH:18][CH:19]=2)=[CH:22][CH:23]=1)=[O:3]. The yield is 0.920.